This data is from Full USPTO retrosynthesis dataset with 1.9M reactions from patents (1976-2016). The task is: Predict the reactants needed to synthesize the given product. (1) Given the product [CH3:1][C:2]1[S:3][CH:4]=[C:5]([C:7]2[CH:8]=[C:9]([NH2:13])[CH:10]=[CH:11][CH:12]=2)[N:6]=1, predict the reactants needed to synthesize it. The reactants are: [CH3:1][C:2]1[S:3][CH:4]=[C:5]([C:7]2[CH:12]=[CH:11][CH:10]=[C:9]([N+:13]([O-])=O)[CH:8]=2)[N:6]=1.O.O.[Sn](Cl)Cl.[OH-].[K+]. (2) Given the product [CH3:14][O:13][C:9]1[CH:8]=[C:5]([CH2:6][OH:7])[CH:4]=[C:3]([O:2][CH3:1])[C:10]=1[O:11][CH3:12].[Br:18][CH2:6][C:5]1[CH:8]=[C:9]([O:13][CH3:14])[C:10]([O:11][CH3:12])=[C:3]([O:2][CH3:1])[CH:4]=1, predict the reactants needed to synthesize it. The reactants are: [CH3:1][O:2][C:3]1[CH:4]=[C:5]([CH:8]=[C:9]([O:13][CH3:14])[C:10]=1[O:11][CH3:12])[CH:6]=[O:7].[BH4-].[Na+].P(Br)(Br)[Br:18]. (3) Given the product [NH2:8][C@@H:9]1[C@H:13]([OH:14])[C@@H:12]([CH3:15])[O:11][C@H:10]1[N:16]1[CH:24]=[N:23][C:22]2[C:17]1=[N:18][C:19]([O:26][CH:27]1[CH2:28][CH2:29][CH2:30][CH2:31]1)=[N:20][C:21]=2[NH2:25], predict the reactants needed to synthesize it. The reactants are: C([NH:8][C@@H:9]1[C@H:13]([OH:14])[C@@H:12]([CH3:15])[O:11][C@H:10]1[N:16]1[CH:24]=[N:23][C:22]2[C:17]1=[N:18][C:19]([O:26][CH:27]1[CH2:31][CH2:30][CH2:29][CH2:28]1)=[N:20][C:21]=2[NH2:25])C1C=CC=CC=1.C([O-])=O.[NH4+]. (4) Given the product [F:1][C:2]([F:7])([F:6])[C:3]([OH:5])=[O:4].[C:8]([C:10]1[CH:11]=[C:12]([C:20]2[O:24][N:23]=[C:22]([C:25]3[CH:26]=[C:27]4[C:32](=[CH:33][CH:34]=3)[CH2:31][N:30]([CH2:35][C:36]([OH:38])=[O:37])[CH2:29][CH2:28]4)[N:21]=2)[CH:13]=[CH:14][C:15]=1[O:16][CH:17]([CH3:19])[CH3:18])#[N:9], predict the reactants needed to synthesize it. The reactants are: [F:1][C:2]([F:7])([F:6])[C:3]([OH:5])=[O:4].[C:8]([C:10]1[CH:11]=[C:12]([C:20]2[O:24][N:23]=[C:22]([C:25]3[CH:26]=[C:27]4[C:32](=[CH:33][CH:34]=3)[CH2:31][N:30]([CH2:35][C:36]([O:38]C(C)(C)C)=[O:37])[CH2:29][CH2:28]4)[N:21]=2)[CH:13]=[CH:14][C:15]=1[O:16][CH:17]([CH3:19])[CH3:18])#[N:9]. (5) The reactants are: C([O:4][CH2:5][C:6]([N:8]1[CH2:13][CH2:12][CH:11]([NH:14][C:15]([C:17]2[N:29]([CH3:30])[C:28]3[C:27]4[CH:26]=[CH:25][CH:24]=[CH:23][C:22]=4[N:21]([CH2:31][C:32](=[O:39])[C:33]4[CH:38]=[CH:37][CH:36]=[CH:35][CH:34]=4)[C:20](=[O:40])[C:19]=3[C:18]=2[O:41][CH3:42])=[O:16])[CH2:10][CH2:9]1)=[O:7])(=O)C.[OH-].[Na+].C(O)C.Cl. Given the product [OH:4][CH2:5][C:6]([N:8]1[CH2:13][CH2:12][CH:11]([NH:14][C:15]([C:17]2[N:29]([CH3:30])[C:28]3[C:27]4[CH:26]=[CH:25][CH:24]=[CH:23][C:22]=4[N:21]([CH2:31][C:32](=[O:39])[C:33]4[CH:34]=[CH:35][CH:36]=[CH:37][CH:38]=4)[C:20](=[O:40])[C:19]=3[C:18]=2[O:41][CH3:42])=[O:16])[CH2:10][CH2:9]1)=[O:7], predict the reactants needed to synthesize it.